This data is from Forward reaction prediction with 1.9M reactions from USPTO patents (1976-2016). The task is: Predict the product of the given reaction. (1) Given the reactants C(OC(=O)[NH:7][C:8]1[C:17]2[C:12](=[CH:13][CH:14]=[CH:15][CH:16]=2)[C:11]([O:18][C:19]2[CH:24]=[CH:23][N:22]=[C:21]([NH:25][C:26]3[CH:31]=[C:30]([C:32](=[O:43])[NH:33][C@@H:34]([CH3:42])[CH2:35][N:36]4[CH2:41][CH2:40][O:39][CH2:38][CH2:37]4)[CH:29]=[C:28]([C:44]#[CH:45])[CH:27]=3)[N:20]=2)=[CH:10][CH:9]=1)(C)(C)C.C(O)(C(F)(F)F)=O, predict the reaction product. The product is: [NH2:7][C:8]1[C:17]2[C:12](=[CH:13][CH:14]=[CH:15][CH:16]=2)[C:11]([O:18][C:19]2[CH:24]=[CH:23][N:22]=[C:21]([NH:25][C:26]3[CH:31]=[C:30]([CH:29]=[C:28]([C:44]#[CH:45])[CH:27]=3)[C:32]([NH:33][C@@H:34]([CH3:42])[CH2:35][N:36]3[CH2:37][CH2:38][O:39][CH2:40][CH2:41]3)=[O:43])[N:20]=2)=[CH:10][CH:9]=1. (2) The product is: [CH:1]12[CH2:10][CH:5]3[CH2:6][CH:7]([CH2:9][CH:3]([CH2:4]3)[CH:2]1[NH:11][C:12]([C:14]1[CH:15]=[N:16][N:17]([C:20]3[CH:25]=[CH:24][CH:23]=[CH:22][CH:21]=3)[C:18]=1[NH:30][CH:26]1[CH2:29][CH2:28][CH2:27]1)=[O:13])[CH2:8]2. Given the reactants [CH:1]12[CH2:10][CH:5]3[CH2:6][CH:7]([CH2:9][CH:3]([CH2:4]3)[CH:2]1[NH:11][C:12]([C:14]1[CH:15]=[N:16][N:17]([C:20]3[CH:25]=[CH:24][CH:23]=[CH:22][CH:21]=3)[C:18]=1Cl)=[O:13])[CH2:8]2.[CH:26]1([NH2:30])[CH2:29][CH2:28][CH2:27]1, predict the reaction product. (3) The product is: [CH3:19][S:20]([O:1][CH2:2][CH2:3][CH2:4][N:5]([C:6]([O:7][CH2:8][C:9]1[CH:14]=[CH:13][CH:12]=[CH:11][CH:10]=1)=[O:15])[CH2:16][CH2:17][CH3:18])(=[O:22])=[O:21]. Given the reactants [OH:1][CH2:2][CH2:3][CH2:4][N:5]([CH2:16][CH2:17][CH3:18])[C:6](=[O:15])[O:7][CH2:8][C:9]1[CH:14]=[CH:13][CH:12]=[CH:11][CH:10]=1.[CH3:19][S:20](Cl)(=[O:22])=[O:21], predict the reaction product. (4) Given the reactants Br[C:2]1[C:3]([Cl:12])=[N:4][C:5]([O:10][CH3:11])=[N:6][C:7]=1[O:8][CH3:9].[CH:13]1(B(O)O)[CH2:15][CH2:14]1.COCCOC.C([O-])([O-])=O.[Na+].[Na+], predict the reaction product. The product is: [Cl:12][C:3]1[C:2]([CH:13]2[CH2:15][CH2:14]2)=[C:7]([O:8][CH3:9])[N:6]=[C:5]([O:10][CH3:11])[N:4]=1. (5) The product is: [NH2:23][C:22]1[CH:21]=[CH:20][N:19]=[CH:18][C:17]=1[CH2:16][CH:15]=[CH:14][N:11]1[CH2:12][CH2:13][N:8]([S:40]([CH:39]=[CH:38][C:36]2[S:37][C:33]([Cl:32])=[CH:34][CH:35]=2)(=[O:42])=[O:41])[CH2:9][C:10]1=[O:31]. Given the reactants C(OC([N:8]1[CH2:13][CH2:12][N:11]([CH:14]=[CH:15][CH2:16][C:17]2[CH:18]=[N:19][CH:20]=[CH:21][C:22]=2[NH:23]C(OC(C)(C)C)=O)[C:10](=[O:31])[CH2:9]1)=O)(C)(C)C.[Cl:32][C:33]1[S:37][C:36]([CH:38]=[CH:39][S:40](Cl)(=[O:42])=[O:41])=[CH:35][CH:34]=1, predict the reaction product. (6) Given the reactants [Cl:1][C:2]1[CH:3]=[C:4]([N:8]2[CH:12]=[C:11]([C:13](OC)=[O:14])[C:10]([CH3:17])=[N:9]2)[CH:5]=[CH:6][CH:7]=1.[H-].[Al+3].[Li+].[H-].[H-].[H-], predict the reaction product. The product is: [Cl:1][C:2]1[CH:3]=[C:4]([N:8]2[CH:12]=[C:11]([CH:13]=[O:14])[C:10]([CH3:17])=[N:9]2)[CH:5]=[CH:6][CH:7]=1. (7) Given the reactants [CH2:1]([O:8][N:9]1[C:14]2[N:15]=[CH:16][N:17]=[C:18]([CH3:19])[C:13]=2[C:12](O)=[C:11](C(OCC)=O)[C:10]1=[O:26])[C:2]1[CH:7]=[CH:6][CH:5]=[CH:4][CH:3]=1.FC(F)(F)S(OS(C(F)(F)F)(=O)=O)(=O)=O.[CH2:42]([NH2:48])[C:43]1[O:47][CH:46]=[CH:45][CH:44]=1.[OH-].[Na+], predict the reaction product. The product is: [CH2:1]([O:8][N:9]1[C:14]2[N:15]=[CH:16][N:17]=[C:18]([CH3:19])[C:13]=2[C:12]([NH:48][CH2:42][C:43]2[O:47][CH:46]=[CH:45][CH:44]=2)=[CH:11][C:10]1=[O:26])[C:2]1[CH:3]=[CH:4][CH:5]=[CH:6][CH:7]=1.